This data is from Peptide-MHC class I binding affinity with 185,985 pairs from IEDB/IMGT. The task is: Regression. Given a peptide amino acid sequence and an MHC pseudo amino acid sequence, predict their binding affinity value. This is MHC class I binding data. (1) The peptide sequence is FSWFPHKEMM. The MHC is H-2-Db with pseudo-sequence H-2-Db. The binding affinity (normalized) is 0.482. (2) The peptide sequence is RHNGYEDFY. The MHC is Mamu-B17 with pseudo-sequence Mamu-B17. The binding affinity (normalized) is 0.809. (3) The peptide sequence is NTISGNIYSA. The MHC is HLA-A02:03 with pseudo-sequence HLA-A02:03. The binding affinity (normalized) is 0.469. (4) The peptide sequence is ADMSIGVTVI. The MHC is Mamu-A11 with pseudo-sequence Mamu-A11. The binding affinity (normalized) is 0.833. (5) The peptide sequence is ARWLFPVYL. The MHC is HLA-B58:01 with pseudo-sequence HLA-B58:01. The binding affinity (normalized) is 0.0847. (6) The peptide sequence is LLKDRNELF. The MHC is HLA-A32:01 with pseudo-sequence HLA-A32:01. The binding affinity (normalized) is 0.258. (7) The peptide sequence is AIMDKNIIL. The MHC is HLA-A02:01 with pseudo-sequence HLA-A02:01. The binding affinity (normalized) is 0.521.